Dataset: Forward reaction prediction with 1.9M reactions from USPTO patents (1976-2016). Task: Predict the product of the given reaction. (1) Given the reactants C([O:3][C:4]([C:6]1[CH:7]=[N:8][C:9]2[C:14]([C:15]=1[OH:16])=[CH:13][C:12]([Br:17])=[CH:11][CH:10]=2)=[O:5])C, predict the reaction product. The product is: [Br:17][C:12]1[CH:13]=[C:14]2[C:9](=[CH:10][CH:11]=1)[N:8]=[CH:7][C:6]([C:4]([OH:5])=[O:3])=[C:15]2[OH:16]. (2) Given the reactants [Cl:1][C:2]1[CH:3]=[C:4]([CH2:8][C:9]([O:11][CH2:12][CH2:13][CH3:14])=[O:10])[CH:5]=[CH:6][CH:7]=1.P([O-])([O-])([O-])=[O:16].[K+].[K+].[K+], predict the reaction product. The product is: [OH:16][C@@H:8]([C:4]1[CH:5]=[CH:6][CH:7]=[C:2]([Cl:1])[CH:3]=1)[C:9]([O:11][CH2:12][CH2:13][CH3:14])=[O:10]. (3) Given the reactants [NH2:1][C:2]1[N:10]=[C:9]([CH2:11][O:12][CH3:13])[CH:8]=[CH:7][C:3]=1[C:4]([OH:6])=O.[F:14][C:15]([F:32])([F:31])[C:16]1[CH:21]=[CH:20][C:19]([O:22][C:23]2[CH:24]=[C:25]([CH:28]=[CH:29][CH:30]=2)[CH2:26][NH2:27])=[CH:18][CH:17]=1.C(N(CC)CC)C.CN([P+](ON1N=NC2C=CC=CC1=2)(N(C)C)N(C)C)C.F[P-](F)(F)(F)(F)F, predict the reaction product. The product is: [F:14][C:15]([F:31])([F:32])[C:16]1[CH:17]=[CH:18][C:19]([O:22][C:23]2[CH:24]=[C:25]([CH2:26][NH:27][C:4](=[O:6])[C:3]3[CH:7]=[CH:8][C:9]([CH2:11][O:12][CH3:13])=[N:10][C:2]=3[NH2:1])[CH:28]=[CH:29][CH:30]=2)=[CH:20][CH:21]=1. (4) Given the reactants [Cl:1][C:2]1[C:10]2[C:5](=[CH:6][C:7]([C:11](OC)=[O:12])=[CH:8][CH:9]=2)[NH:4][N:3]=1.[H-].C([Al+]CC(C)C)C(C)C.O, predict the reaction product. The product is: [Cl:1][C:2]1[C:10]2[C:5](=[CH:6][C:7]([CH2:11][OH:12])=[CH:8][CH:9]=2)[NH:4][N:3]=1. (5) Given the reactants [CH3:1][N:2]([CH3:27])[CH2:3][CH2:4][N:5]1[C:9]2[N:10]=[C:11]([C:20]3[CH:26]=[CH:25][C:23]([NH2:24])=[CH:22][CH:21]=3)[N:12]=[C:13]([N:14]3[CH2:19][CH2:18][O:17][CH2:16][CH2:15]3)[C:8]=2[CH:7]=[CH:6]1.ClC(Cl)(O[C:32](=[O:38])OC(Cl)(Cl)Cl)Cl.[NH2:40][C:41]1[CH:46]=[CH:45][N:44]=[CH:43][CH:42]=1, predict the reaction product. The product is: [CH3:1][N:2]([CH3:27])[CH2:3][CH2:4][N:5]1[C:9]2[N:10]=[C:11]([C:20]3[CH:26]=[CH:25][C:23]([NH:24][C:32]([NH:40][C:41]4[CH:46]=[CH:45][N:44]=[CH:43][CH:42]=4)=[O:38])=[CH:22][CH:21]=3)[N:12]=[C:13]([N:14]3[CH2:15][CH2:16][O:17][CH2:18][CH2:19]3)[C:8]=2[CH:7]=[CH:6]1.